This data is from Forward reaction prediction with 1.9M reactions from USPTO patents (1976-2016). The task is: Predict the product of the given reaction. (1) Given the reactants [OH:1][CH2:2][C:3]1[CH2:8][CH2:7][CH2:6][CH2:5][C:4]=1[C:9]1[CH:14]=[CH:13][C:12]([NH:15][C:16](=[O:25])[C:17]2[C:22]([F:23])=[CH:21][CH:20]=[CH:19][C:18]=2[F:24])=[CH:11][CH:10]=1.CC(OI1(OC(C)=O)(OC(C)=O)OC(=O)C2C=CC=CC1=2)=O, predict the reaction product. The product is: [CH:2]([C:3]1[CH2:8][CH2:7][CH2:6][CH2:5][C:4]=1[C:9]1[CH:14]=[CH:13][C:12]([NH:15][C:16](=[O:25])[C:17]2[C:18]([F:24])=[CH:19][CH:20]=[CH:21][C:22]=2[F:23])=[CH:11][CH:10]=1)=[O:1]. (2) Given the reactants [CH3:1][O:2][C:3]1[CH:11]=[C:10]2[C:6]([CH2:7][C:8](=[O:12])[NH:9]2)=[CH:5][CH:4]=1.[C:13]1([S:19]([C:22]2[C:23]([CH2:30][CH2:31][C:32]([OH:34])=[O:33])=[C:24]([CH:28]=O)[NH:25][C:26]=2[CH3:27])(=[O:21])=[O:20])[CH:18]=[CH:17][CH:16]=[CH:15][CH:14]=1.CC(O/N=C(/C(NCC=O)=O)\C1N=C(N)SC=1)(C(O)=O)C.N1CCCCC1, predict the reaction product. The product is: [C:13]1([S:19]([C:22]2[C:23]([CH2:30][CH2:31][C:32]([OH:34])=[O:33])=[C:24](/[CH:28]=[C:7]3\[C:8](=[O:12])[NH:9][C:10]4[C:6]\3=[CH:5][CH:4]=[C:3]([O:2][CH3:1])[CH:11]=4)[NH:25][C:26]=2[CH3:27])(=[O:20])=[O:21])[CH:14]=[CH:15][CH:16]=[CH:17][CH:18]=1.